This data is from Forward reaction prediction with 1.9M reactions from USPTO patents (1976-2016). The task is: Predict the product of the given reaction. Given the reactants C(OC([N:7]([CH2:17][C:18]1([CH2:30][O:31][C:32]2[CH:37]=[CH:36][C:35]([F:38])=[CH:34][N:33]=2)[CH2:23][CH2:22][N:21]([CH2:24][CH2:25][C:26]([O:28][CH3:29])=[O:27])[CH2:20][CH2:19]1)[C@@H:8]1[CH2:10][C@H:9]1[C:11]1[CH:16]=[CH:15][CH:14]=[CH:13][CH:12]=1)=O)C=C.C(NCC)C, predict the reaction product. The product is: [F:38][C:35]1[CH:36]=[CH:37][C:32]([O:31][CH2:30][C:18]2([CH2:17][NH:7][C@@H:8]3[CH2:10][C@H:9]3[C:11]3[CH:12]=[CH:13][CH:14]=[CH:15][CH:16]=3)[CH2:19][CH2:20][N:21]([CH2:24][CH2:25][C:26]([O:28][CH3:29])=[O:27])[CH2:22][CH2:23]2)=[N:33][CH:34]=1.